From a dataset of Catalyst prediction with 721,799 reactions and 888 catalyst types from USPTO. Predict which catalyst facilitates the given reaction. (1) Reactant: Cl[C:2]1[NH:6][C:5]2[CH:7]=[C:8]([C:11]([F:14])([F:13])[F:12])[CH:9]=[CH:10][C:4]=2[N:3]=1.[Cl:15][C:16]1[CH:17]=[C:18]([CH2:29][NH:30][C:31](=[O:33])[CH3:32])[CH:19]=[N:20][C:21]=1[N:22]1[CH2:27][CH2:26][NH:25][C@H:24]([CH3:28])[CH2:23]1. Product: [Cl:15][C:16]1[CH:17]=[C:18]([CH2:29][NH:30][C:31](=[O:33])[CH3:32])[CH:19]=[N:20][C:21]=1[N:22]1[CH2:27][CH2:26][N:25]([C:2]2[NH:3][C:4]3[CH:10]=[CH:9][C:8]([C:11]([F:14])([F:13])[F:12])=[CH:7][C:5]=3[N:6]=2)[CH:24]([CH3:28])[CH2:23]1. The catalyst class is: 8. (2) Reactant: [CH3:1][O:2][C:3]1[N:4](C2CCCCO2)[C:5]2[C:10]([N:11]=1)=[C:9]([NH2:12])[N:8]=[C:7]([NH:13][CH2:14][CH2:15][O:16][CH3:17])[N:6]=2.[F:24][C:25]([F:30])([F:29])[C:26]([OH:28])=[O:27].CO.C(Cl)(Cl)Cl. Product: [F:24][C:25]([F:30])([F:29])[C:26]([OH:28])=[O:27].[CH3:1][O:2][C:3]1[NH:11][C:10]2[C:5](=[N:6][C:7]([NH:13][CH2:14][CH2:15][O:16][CH3:17])=[N:8][C:9]=2[NH2:12])[N:4]=1. The catalyst class is: 5.